Dataset: Full USPTO retrosynthesis dataset with 1.9M reactions from patents (1976-2016). Task: Predict the reactants needed to synthesize the given product. (1) Given the product [CH3:34][N:15]([C:16](=[O:32])[CH2:17][CH2:18][C:19]#[C:20][C:21]1[CH:22]=[CH:23][C:24]([O:27][C:28]([F:30])([F:29])[F:31])=[CH:25][CH:26]=1)[C:12]1[CH:13]=[C:14]2[C:9]([CH:8]=[CH:7][N:6]2[CH2:5][C:4]([OH:3])=[O:33])=[CH:10][CH:11]=1, predict the reactants needed to synthesize it. The reactants are: C([O:3][C:4](=[O:33])[CH2:5][N:6]1[C:14]2[C:9](=[CH:10][CH:11]=[C:12]([NH:15][C:16](=[O:32])[CH2:17][CH2:18][C:19]#[C:20][C:21]3[CH:26]=[CH:25][C:24]([O:27][C:28]([F:31])([F:30])[F:29])=[CH:23][CH:22]=3)[CH:13]=2)[CH:8]=[CH:7]1)C.[CH3:34]I.[H-].[Na+]. (2) Given the product [CH3:1][O:2][C:22](=[O:23])[NH:18][C:7]1[C:11]([F:16])=[C:12]([CH3:15])[CH:13]=[CH:14][C:6]=1[Cl:5], predict the reactants needed to synthesize it. The reactants are: [CH3:1][O-:2].[Na+].[Na].[Cl:5][C:6]1[CH:14]=[CH:13][C:12]([CH3:15])=[C:11]([F:16])[C:7]=1C(N)=O.Br[N:18]1[C:22](=[O:23])CCC1=O. (3) Given the product [F:1][C:2]1[CH:7]=[CH:6][C:5]([F:8])=[CH:4][C:3]=1[C:14]([S:16][CH2:18][C:19]([OH:21])=[O:20])=[S:15], predict the reactants needed to synthesize it. The reactants are: [F:1][C:2]1[CH:7]=[CH:6][C:5]([F:8])=[CH:4][CH:3]=1.C([Li])(CC)C.[C:14](=[S:16])=[S:15].Cl[CH2:18][C:19]([OH:21])=[O:20].C(=O)(O)[O-].[Na+].OS(O)(=O)=O. (4) Given the product [CH3:1][N:2]([CH:28]([CH3:29])[CH3:30])[C:3]1[C:4]([C:17]2[O:18][C:19]([C:6]3[CH:11]=[CH:10][CH:9]=[CH:8][CH:7]=3)=[CH:20][CH:21]=2)=[N:5][C:6]2[C:11]([N:12]=1)=[CH:10][C:9]([C:13]([OH:15])=[O:14])=[CH:8][CH:7]=2, predict the reactants needed to synthesize it. The reactants are: [CH3:1][N:2]([CH:28]([CH3:30])[CH3:29])[C:3]1[C:4]([C:17]2[O:18][CH:19]=[C:20](C3C=CC=CC=3)[CH:21]=2)=[N:5][C:6]2[C:11]([N:12]=1)=[CH:10][C:9]([C:13]([O:15]C)=[O:14])=[CH:8][CH:7]=2.[OH-].[Na+]. (5) Given the product [F:26][C:25]([F:28])([F:27])[C:22]1[CH:23]=[CH:24][C:19]([N:8]2[CH2:7][CH2:6][C:5]3([CH2:1][N:2]([C:11]([O:13][C:14]([CH3:17])([CH3:16])[CH3:15])=[O:12])[CH2:3][CH2:4]3)[CH2:10][CH2:9]2)=[N:20][CH:21]=1, predict the reactants needed to synthesize it. The reactants are: [CH2:1]1[C:5]2([CH2:10][CH2:9][NH:8][CH2:7][CH2:6]2)[CH2:4][CH2:3][N:2]1[C:11]([O:13][C:14]([CH3:17])([CH3:16])[CH3:15])=[O:12].Br[C:19]1[CH:24]=[CH:23][C:22]([C:25]([F:28])([F:27])[F:26])=[CH:21][N:20]=1.CC([O-])(C)C.[Na+].C1C=CC(P(C2C(C3C(P(C4C=CC=CC=4)C4C=CC=CC=4)=CC=C4C=3C=CC=C4)=C3C(C=CC=C3)=CC=2)C2C=CC=CC=2)=CC=1.